Dataset: Peptide-MHC class I binding affinity with 185,985 pairs from IEDB/IMGT. Task: Regression. Given a peptide amino acid sequence and an MHC pseudo amino acid sequence, predict their binding affinity value. This is MHC class I binding data. The peptide sequence is DNVRNVENVI. The MHC is H-2-Db with pseudo-sequence H-2-Db. The binding affinity (normalized) is 0.0774.